Dataset: Reaction yield outcomes from USPTO patents with 853,638 reactions. Task: Predict the reaction yield, written as a fraction of the theoretical maximum amount of product (1.0 means a 100% yield; for example, 0.34 means a 34% yield). (1) The reactants are [OH-:1].[Na+].OO.CC1(C)C(C)(C)OB([C:13]2[CH:14]=[C:15]3[C:20](=[CH:21][CH:22]=2)[O:19][CH2:18][CH2:17][C@@H:16]3[NH:23][C:24](=[O:30])[O:25][C:26]([CH3:29])([CH3:28])[CH3:27])O1. The catalyst is O1CCCC1. The product is [OH:1][C:13]1[CH:14]=[C:15]2[C:20](=[CH:21][CH:22]=1)[O:19][CH2:18][CH2:17][C@@H:16]2[NH:23][C:24](=[O:30])[O:25][C:26]([CH3:29])([CH3:28])[CH3:27]. The yield is 0.850. (2) The reactants are [CH:1]([C:3](O)([CH3:5])[CH3:4])=[CH2:2].[C:7](OC)([O:11]C)([O:9][CH3:10])[CH3:8]. The catalyst is C(O)(=O)CC. The product is [CH3:4][C:3]([CH3:5])=[CH:1][CH2:2][CH2:8][C:7]([O:9][CH3:10])=[O:11]. The yield is 0.753. (3) The reactants are [CH3:1][C:2]1[N:7]=[C:6]([C:8]#N)[CH:5]=[C:4]([N+:10]([O-:12])=[O:11])[CH:3]=1.N([O-])=[O:14].[Na+].[OH2:17]. The catalyst is S(=O)(=O)(O)O. The product is [CH3:1][C:2]1[N:7]=[C:6]([C:8]([OH:14])=[O:17])[CH:5]=[C:4]([N+:10]([O-:12])=[O:11])[CH:3]=1. The yield is 0.920. (4) The reactants are [OH-].[Na+].C([O:5][C:6]([C:8]1[NH:9][CH:10]=[C:11]([CH2:13][CH2:14][C:15]2[CH:20]=[CH:19][C:18]([F:21])=[CH:17][CH:16]=2)[CH:12]=1)=[O:7])C. The catalyst is CO. The product is [F:21][C:18]1[CH:17]=[CH:16][C:15]([CH2:14][CH2:13][C:11]2[CH:12]=[C:8]([C:6]([OH:7])=[O:5])[NH:9][CH:10]=2)=[CH:20][CH:19]=1. The yield is 0.844. (5) The reactants are [C:1]([C:5]1[O:9][N:8]=[C:7]([NH:10][C:11]([NH:13][C:14]2[CH:19]=[CH:18][CH:17]=[C:16]([OH:20])[CH:15]=2)=[O:12])[CH:6]=1)([CH3:4])([CH3:3])[CH3:2].Cl[C:22]1[C:31]2[C:26](=[CH:27][CH:28]=[C:29]([I:32])[CH:30]=2)[N:25]=[CH:24][N:23]=1.C([O-])([O-])=O.[Cs+].[Cs+]. The catalyst is C(O)(C)C. The product is [C:1]([C:5]1[O:9][N:8]=[C:7]([NH:10][C:11]([NH:13][C:14]2[CH:19]=[CH:18][CH:17]=[C:16]([O:20][C:22]3[C:31]4[C:26](=[CH:27][CH:28]=[C:29]([I:32])[CH:30]=4)[N:25]=[CH:24][N:23]=3)[CH:15]=2)=[O:12])[CH:6]=1)([CH3:4])([CH3:2])[CH3:3]. The yield is 0.690. (6) The reactants are [C:1]([NH:5][S:6]([C:9]1[S:10][CH:11]=[CH:12][CH:13]=1)(=[O:8])=[O:7])([CH3:4])([CH3:3])[CH3:2].[Li]CCCC.I[CH2:20][CH:21]([CH3:23])[CH3:22]. The catalyst is C1COCC1. The product is [CH2:20]([C:11]1[S:10][C:9]([S:6]([NH:5][C:1]([CH3:4])([CH3:2])[CH3:3])(=[O:7])=[O:8])=[CH:13][CH:12]=1)[CH:21]([CH3:23])[CH3:22]. The yield is 0.550. (7) The reactants are [F:1][C:2]1[CH:15]=[CH:14][C:5]([O:6][C:7]2[CH:13]=[CH:12][CH:11]=[CH:10][C:8]=2[NH2:9])=[C:4]([O:16][CH3:17])[CH:3]=1.Cl[C:19]([C:21]1[CH:30]=[CH:29][C:24]([C:25]([O:27][CH3:28])=[O:26])=[CH:23][CH:22]=1)=[O:20].N1C=CC=CC=1. The catalyst is C1C=CC=CC=1.CN(C1C=CN=CC=1)C. The product is [F:1][C:2]1[CH:15]=[CH:14][C:5]([O:6][C:7]2[CH:13]=[CH:12][CH:11]=[CH:10][C:8]=2[NH:9][C:19]([C:21]2[CH:30]=[CH:29][C:24]([C:25]([O:27][CH3:28])=[O:26])=[CH:23][CH:22]=2)=[O:20])=[C:4]([O:16][CH3:17])[CH:3]=1. The yield is 0.940. (8) The reactants are Cl[S:2]([N:5]=[C:6]=[O:7])(=[O:4])=[O:3].[CH2:8]([NH2:14])[C:9]1[O:13][CH:12]=[CH:11][CH:10]=1.[NH2:15][C:16]1[CH:44]=[CH:43][C:19]2[NH:20][C:21]([C:26]3[C:27](=[O:42])[N:28]([CH2:37][CH2:38][CH:39]([CH3:41])[CH3:40])[C:29]4[C:34]([C:35]=3[OH:36])=[CH:33][CH:32]=[CH:31][N:30]=4)=[N:22][S:23](=[O:25])(=[O:24])[C:18]=2[CH:17]=1.C(N(CC)CC)C. The catalyst is ClCCl. The product is [O:13]1[CH:12]=[CH:11][CH:10]=[C:9]1[CH2:8][NH:14][C:6]([NH:5][S:2](=[O:4])(=[O:3])[NH:15][C:16]1[CH:44]=[CH:43][C:19]2[NH:20][C:21]([C:26]3[C:27](=[O:42])[N:28]([CH2:37][CH2:38][CH:39]([CH3:41])[CH3:40])[C:29]4[C:34]([C:35]=3[OH:36])=[CH:33][CH:32]=[CH:31][N:30]=4)=[N:22][S:23](=[O:25])(=[O:24])[C:18]=2[CH:17]=1)=[O:7]. The yield is 0.150. (9) The reactants are [N:1]12[CH2:8][CH2:7][CH:4]([CH2:5][CH2:6]1)[CH:3]([O:9][C:10]1[CH:15]=[CH:14][C:13]([C:16]3[CH:21]=[CH:20][C:19]([N:22](CC4C=CC=CC=4)[CH3:23])=[CH:18][CH:17]=3)=[CH:12][CH:11]=1)[CH2:2]2. The catalyst is CO.[Pd]. The product is [N:1]12[CH2:6][CH2:5][CH:4]([CH2:7][CH2:8]1)[CH:3]([O:9][C:10]1[CH:11]=[CH:12][C:13]([C:16]3[CH:21]=[CH:20][C:19]([NH:22][CH3:23])=[CH:18][CH:17]=3)=[CH:14][CH:15]=1)[CH2:2]2. The yield is 0.130.